This data is from Full USPTO retrosynthesis dataset with 1.9M reactions from patents (1976-2016). The task is: Predict the reactants needed to synthesize the given product. The reactants are: [Br:1][C:2]1[CH:10]=[C:9]2[C:5]([CH2:6][C:7](=[O:11])[NH:8]2)=[CH:4][CH:3]=1.[CH:12]([C:14]1[NH:15][C:16]([CH3:28])=[C:17]([S:24]([CH3:27])(=[O:26])=[O:25])[C:18]=1[CH2:19][CH2:20][C:21]([OH:23])=[O:22])=O.N1CCCCC1. Given the product [Br:1][C:2]1[CH:10]=[C:9]2[C:5](/[C:6](=[CH:12]/[C:14]3[NH:15][C:16]([CH3:28])=[C:17]([S:24]([CH3:27])(=[O:26])=[O:25])[C:18]=3[CH2:19][CH2:20][C:21]([OH:23])=[O:22])/[C:7](=[O:11])[NH:8]2)=[CH:4][CH:3]=1, predict the reactants needed to synthesize it.